Dataset: Forward reaction prediction with 1.9M reactions from USPTO patents (1976-2016). Task: Predict the product of the given reaction. Given the reactants [Cl:1][C:2]1[CH:3]=[CH:4][C:5]([O:17][CH3:18])=[C:6]([CH:16]=1)[C:7]([NH:9][C:10]1[S:11][C:12]([CH3:15])=[CH:13][N:14]=1)=[O:8].[H-].[Na+].Cl[CH2:22][C:23]1[CH:27]=[CH:26][O:25][CH:24]=1, predict the reaction product. The product is: [Cl:1][C:2]1[CH:3]=[CH:4][C:5]([O:17][CH3:18])=[C:6]([CH:16]=1)[C:7](/[N:9]=[C:10]1\[S:11][C:12]([CH3:15])=[CH:13][N:14]\1[CH2:22][C:23]1[CH:27]=[CH:26][O:25][CH:24]=1)=[O:8].